From a dataset of Reaction yield outcomes from USPTO patents with 853,638 reactions. Predict the reaction yield, written as a fraction of the theoretical maximum amount of product (1.0 means a 100% yield; for example, 0.34 means a 34% yield). (1) The reactants are C(O[C:4](=[O:25])[C:5]1[CH:10]=[C:9]([O:11][CH3:12])[C:8]([O:13][CH3:14])=[CH:7][C:6]=1[NH:15][C:16](=[O:24])[CH2:17][CH2:18][C:19]([O:21][CH2:22][CH3:23])=[O:20])C.CN(C)C=O.[H-].[Na+].[H][H]. The catalyst is C1(C)C=CC=CC=1.[Cl-].[Na+].O.O.C(O)(=O)C. The product is [CH2:22]([O:21][C:19]([C:18]1[CH2:17][C:16](=[O:24])[NH:15][C:6]2[CH:7]=[C:8]([O:13][CH3:14])[C:9]([O:11][CH3:12])=[CH:10][C:5]=2[C:4]=1[OH:25])=[O:20])[CH3:23]. The yield is 0.550. (2) The reactants are [Br:1][C:2]1[CH:7]=[N:6][C:5]2[N:8]([CH2:11][C:12]3[CH:17]=[CH:16][C:15]([O:18][CH3:19])=[CH:14][CH:13]=3)[N:9]=[CH:10][C:4]=2[C:3]=1O.[H-].[Na+].FC(F)(F)S(N(C1C=CC=CC=1)S(C(F)(F)F)(=O)=O)(=O)=O.[N:44]1([C:50]([O:52][C:53]([CH3:56])([CH3:55])[CH3:54])=[O:51])[CH2:49][CH2:48][NH:47][CH2:46][CH2:45]1.[NH4+].[Cl-]. The catalyst is CN(C=O)C.CCOC(C)=O.O. The product is [Br:1][C:2]1[C:3]([N:47]2[CH2:46][CH2:45][N:44]([C:50]([O:52][C:53]([CH3:56])([CH3:55])[CH3:54])=[O:51])[CH2:49][CH2:48]2)=[C:4]2[CH:10]=[N:9][N:8]([CH2:11][C:12]3[CH:17]=[CH:16][C:15]([O:18][CH3:19])=[CH:14][CH:13]=3)[C:5]2=[N:6][CH:7]=1. The yield is 0.910.